This data is from Full USPTO retrosynthesis dataset with 1.9M reactions from patents (1976-2016). The task is: Predict the reactants needed to synthesize the given product. (1) Given the product [OH:12][CH:13]1[CH2:18][CH2:17][N:16]([S:7]([NH2:21])(=[O:9])=[O:8])[CH2:15][CH2:14]1, predict the reactants needed to synthesize it. The reactants are: C1(C)C=CC([S:7](Cl)(=[O:9])=[O:8])=CC=1.[OH:12][CH:13]1[CH2:18][CH2:17][NH:16][CH2:15][CH2:14]1.CC[N:21](C(C)C)C(C)C. (2) Given the product [ClH:27].[N:33]1[CH:34]=[CH:35][C:30]([CH2:29][CH2:28][O:17][C:14]2[CH:15]=[C:16]3[C:11](=[CH:12][CH:13]=2)[O:10][C:9]([C:18]2[N:23]=[CH:22][N:21]4[CH:24]=[CH:25][CH:26]=[C:20]4[CH:19]=2)=[CH:8][C:7]3=[N:6][OH:5])=[CH:31][CH:32]=1, predict the reactants needed to synthesize it. The reactants are: C([O:5][N:6]=[C:7]1[C:16]2[C:11](=[CH:12][CH:13]=[C:14]([OH:17])[CH:15]=2)[O:10][C:9]([C:18]2[N:23]=[CH:22][N:21]3[CH:24]=[CH:25][CH:26]=[C:20]3[CH:19]=2)=[CH:8]1)(C)(C)C.[Cl:27][CH2:28][CH2:29][C:30]1[CH:35]=[CH:34][N:33]=[CH:32][CH:31]=1. (3) Given the product [C:7]([O:10][CH2:2][C:3](=[O:6])[CH2:4][CH3:5])(=[O:9])[CH3:8], predict the reactants needed to synthesize it. The reactants are: Br[CH2:2][C:3](=[O:6])[CH2:4][CH3:5].[C:7]([O-:10])(=[O:9])[CH3:8].[K+].CN(C)C=O. (4) Given the product [CH2:6]([C:8]1[CH:14]=[CH:13][CH:12]=[C:11]([CH3:15])[C:9]=1[OH:16])[CH3:7], predict the reactants needed to synthesize it. The reactants are: Cl.N([O-])=O.[Na+].[CH2:6]([C:8]1[CH:14]=[CH:13][CH:12]=[C:11]([CH3:15])[C:9]=1N)[CH3:7].[OH:16]S(O)(=O)=O. (5) Given the product [F:1][C:2]1[CH:3]=[CH:4][C:5]([C:8]2[CH:12]=[N:11][N:10]([C@H:28]([CH3:29])[C@:26]([C:20]3[CH:21]=[CH:22][C:23]([F:25])=[CH:24][C:19]=3[F:18])([OH:27])[CH2:30][N:31]3[CH:35]=[N:34][CH:33]=[N:32]3)[CH:9]=2)=[CH:6][CH:7]=1, predict the reactants needed to synthesize it. The reactants are: [F:1][C:2]1[CH:7]=[CH:6][C:5]([C:8]2[CH:9]=[N:10][NH:11][CH:12]=2)=[CH:4][CH:3]=1.C(=O)([O-])[O-].[Ca+2].[F:18][C:19]1[CH:24]=[C:23]([F:25])[CH:22]=[CH:21][C:20]=1[C@@:26]1([CH2:30][N:31]2[CH:35]=[N:34][CH:33]=[N:32]2)[C@H:28]([CH3:29])[O:27]1. (6) Given the product [CH3:58][C:56]1([CH3:57])[C:55]2[C:54]3[CH:59]=[CH:60][CH:61]=[CH:62][C:53]=3[CH:52]=[CH:51][C:50]=2[N:49]([CH2:71][CH2:72][CH2:73][S:74]([O-:77])(=[O:75])=[O:76])/[C:48]/1=[CH:47]/[CH:46]=[C:13](\[C:8]1[CH:7]=[CH:6][CH:11]=[C:10]([O:134][CH2:135][CH2:136][CH2:137][CH2:138][OH:139])[CH:9]=1)/[CH:14]=[CH:15]/[C:16]1[C:24]([CH3:25])([CH3:26])[C:23]2[C:22]3[CH:27]=[CH:28][CH:29]=[CH:30][C:21]=3[CH:20]=[CH:19][C:18]=2[N+:17]=1[CH2:39][CH2:40][CH2:41][S:42]([O-:45])(=[O:43])=[O:44].[Na+:78], predict the reactants needed to synthesize it. The reactants are: C(CO[C:6]1[CH:7]=[C:8](/[C:13](=[CH:46]\[CH:47]=[C:48]2\[N:49]([CH2:71][CH2:72][CH2:73][S:74]([O-:77])(=[O:76])=[O:75])[C:50]3[CH:51]=[CH:52][C:53]4[C:62](S([O-])(=O)=O)=[CH:61][C:60](S([O-])(=O)=O)=[CH:59][C:54]=4[C:55]=3[C:56]\2([CH3:58])[CH3:57])/[CH:14]=[CH:15]/[C:16]2[C:24]([CH3:26])([CH3:25])[C:23]3[C:22]4[CH:27]=[C:28](S([O-])(=O)=O)[CH:29]=[C:30](S([O-])(=O)=O)[C:21]=4[CH:20]=[CH:19][C:18]=3[N+:17]=2[CH2:39][CH2:40][CH2:41][S:42]([O-:45])(=[O:44])=[O:43])[CH:9]=[C:10](F)[CH:11]=1)(O)=O.[Na+:78].[Na+].[Na+].[Na+].[Na+].Br/C(=C\C=C1\N(CCCS([O-])(=O)=O)C2C=CC3C=CC=CC=3C=2C\1(C)C)/C=C/C1C(C)(C)C2C3C=CC=CC=3C=CC=2[N+]=1CCCS([O-])(=O)=O.[Na+].[OH:134][CH2:135][CH2:136][CH2:137][CH2:138][O:139]C1C=C(B(O)O)C=CC=1. (7) The reactants are: C(OC(=O)[NH:7][CH2:8][CH2:9][CH2:10][C:11]([NH:13][O:14][CH2:15][C:16]1[CH:21]=[CH:20][CH:19]=[CH:18][CH:17]=1)=[O:12])(C)(C)C.[ClH:23]. Given the product [ClH:23].[NH2:7][CH2:8][CH2:9][CH2:10][C:11]([NH:13][O:14][CH2:15][C:16]1[CH:21]=[CH:20][CH:19]=[CH:18][CH:17]=1)=[O:12], predict the reactants needed to synthesize it.